This data is from Forward reaction prediction with 1.9M reactions from USPTO patents (1976-2016). The task is: Predict the product of the given reaction. Given the reactants [CH3:1][S:2]([O-:4])=[O:3].[Na+].Br[CH2:7][C:8]1[S:12][C:11]([C:13]([O:15][CH3:16])=[O:14])=[CH:10][CH:9]=1.C(O)C.O, predict the reaction product. The product is: [CH3:1][S:2]([CH2:7][C:8]1[S:12][C:11]([C:13]([O:15][CH3:16])=[O:14])=[CH:10][CH:9]=1)(=[O:4])=[O:3].